This data is from Forward reaction prediction with 1.9M reactions from USPTO patents (1976-2016). The task is: Predict the product of the given reaction. (1) Given the reactants [CH3:1][O:2][C:3](Cl)=[O:4].[NH2:6][C:7]1[CH:8]=[C:9]2[C:26](=[CH:27][CH:28]=1)[O:25][C:12]1([CH2:17][CH2:16][N:15]([C:18]([O:20][C:21]([CH3:24])([CH3:23])[CH3:22])=[O:19])[CH2:14][CH2:13]1)[CH2:11][C:10]2=[O:29], predict the reaction product. The product is: [CH3:1][O:2][C:3]([NH:6][C:7]1[CH:8]=[C:9]2[C:26](=[CH:27][CH:28]=1)[O:25][C:12]1([CH2:13][CH2:14][N:15]([C:18]([O:20][C:21]([CH3:23])([CH3:24])[CH3:22])=[O:19])[CH2:16][CH2:17]1)[CH2:11][C:10]2=[O:29])=[O:4]. (2) Given the reactants [CH2:1]([N:8]1[CH2:12][CH2:11][CH:10]([CH2:13][OH:14])[CH2:9]1)[C:2]1[CH:7]=[CH:6][CH:5]=[CH:4][CH:3]=1.C(N(CC)CC)C.[CH3:22][S:23](Cl)(=[O:25])=[O:24], predict the reaction product. The product is: [CH2:1]([N:8]1[CH2:12][CH2:11][CH:10]([CH2:13][O:14][S:23]([CH3:22])(=[O:25])=[O:24])[CH2:9]1)[C:2]1[CH:7]=[CH:6][CH:5]=[CH:4][CH:3]=1. (3) Given the reactants [C:1]([C:3]1[CH:4]=[C:5]([C:13]2[O:17][N:16]=[C:15]([C:18]3[CH:32]=[CH:31][C:21]4[CH2:22][CH2:23][N:24]([CH2:27][C:28]([OH:30])=O)[CH2:25][CH2:26][C:20]=4[CH:19]=3)[N:14]=2)[CH:6]=[CH:7][C:8]=1[O:9][CH:10]([CH3:12])[CH3:11])#[N:2].C(Cl)CCl.C1C=CC2N(O)N=NC=2C=1.C(N1CCOCC1)C.[CH3:55][C:56]([Si:59]([CH3:66])([CH3:65])[O:60][C@@H:61]([CH3:64])[CH2:62][NH2:63])([CH3:58])[CH3:57], predict the reaction product. The product is: [C:1]([C:3]1[CH:4]=[C:5]([C:13]2[O:17][N:16]=[C:15]([C:18]3[CH:32]=[CH:31][C:21]4[CH2:22][CH2:23][N:24]([CH2:27][C:28]([NH:63][CH2:62][C@@H:61]([O:60][Si:59]([C:56]([CH3:55])([CH3:58])[CH3:57])([CH3:66])[CH3:65])[CH3:64])=[O:30])[CH2:25][CH2:26][C:20]=4[CH:19]=3)[N:14]=2)[CH:6]=[CH:7][C:8]=1[O:9][CH:10]([CH3:11])[CH3:12])#[N:2].